Predict the product of the given reaction. From a dataset of Forward reaction prediction with 1.9M reactions from USPTO patents (1976-2016). (1) Given the reactants [CH2:1]([N:3]1C=NN=C1C1C=CN=CC=1)C.[CH2:14]([N:16]1[C:20]([C:21]2[CH:26]=[CH:25]N=C[CH:22]=2)=[N:19][N:18]=[C:17]1[CH2:27][OH:28])C.C(N1C(C2C=CN=CC=2)=NN=C1C=O)C.CN1C(C2C=NC=CC=2)=NNC1=S, predict the reaction product. The product is: [CH3:14][N:16]1[C:20]([C:21]2[CH:22]=[N:3][CH:1]=[CH:25][CH:26]=2)=[N:19][N:18]=[C:17]1[CH:27]=[O:28]. (2) Given the reactants [CH2:1]([O:8][C:9]1[C:32](=[O:33])[N:13]2[CH2:14][CH:15]3[CH2:20][CH2:19][C:18]([NH:21][C:22]([O:24][CH2:25][C:26]4[CH:31]=[CH:30][CH:29]=[CH:28][CH:27]=4)=[O:23])([C:12]2=[N:11][C:10]=1[C:34]([O:36]CC)=[O:35])[CH2:17][CH2:16]3)[C:2]1[CH:7]=[CH:6][CH:5]=[CH:4][CH:3]=1.O.O[Li].O, predict the reaction product. The product is: [CH2:1]([O:8][C:9]1[C:32](=[O:33])[N:13]2[CH2:14][CH:15]3[CH2:16][CH2:17][C:18]([NH:21][C:22]([O:24][CH2:25][C:26]4[CH:31]=[CH:30][CH:29]=[CH:28][CH:27]=4)=[O:23])([C:12]2=[N:11][C:10]=1[C:34]([OH:36])=[O:35])[CH2:19][CH2:20]3)[C:2]1[CH:3]=[CH:4][CH:5]=[CH:6][CH:7]=1. (3) Given the reactants [CH3:1][O:2][CH2:3][C:4]1[CH:9]=[C:8]([C:10]([OH:12])=O)[CH:7]=[CH:6][C:5]=1[C:13]1[CH:18]=[CH:17][CH:16]=[CH:15][C:14]=1[CH3:19].[NH2:20]/[C:21](=[N:32]/O)/[C:22]1[CH:23]=[C:24]([CH:29]=[CH:30][CH:31]=1)[C:25]([O:27][CH3:28])=[O:26], predict the reaction product. The product is: [CH3:1][O:2][CH2:3][C:4]1[CH:9]=[C:8]([C:10]2[O:12][N:32]=[C:21]([C:22]3[CH:23]=[C:24]([CH:29]=[CH:30][CH:31]=3)[C:25]([O:27][CH3:28])=[O:26])[N:20]=2)[CH:7]=[CH:6][C:5]=1[C:13]1[CH:18]=[CH:17][CH:16]=[CH:15][C:14]=1[CH3:19]. (4) Given the reactants [Cl:1][C:2]1[C:7]([O:8][CH3:9])=[CH:6][C:5]([O:10][CH3:11])=[C:4]([Cl:12])[C:3]=1[C:13]1[CH:14]=[C:15]2[C:20](=[CH:21][CH:22]=1)[N:19]=[C:18]([NH:23][C@@H:24]1[CH2:28][NH:27][CH2:26][C@@H:25]1[NH:29][C:30](=[O:33])[CH:31]=[CH2:32])[N:17]=[CH:16]2.CCN(C(C)C)C(C)C.[C:43](Cl)(=[O:45])[CH3:44], predict the reaction product. The product is: [C:43]([N:27]1[CH2:28][C@@H:24]([NH:23][C:18]2[N:17]=[CH:16][C:15]3[C:20](=[CH:21][CH:22]=[C:13]([C:3]4[C:2]([Cl:1])=[C:7]([O:8][CH3:9])[CH:6]=[C:5]([O:10][CH3:11])[C:4]=4[Cl:12])[CH:14]=3)[N:19]=2)[C@@H:25]([NH:29][C:30](=[O:33])[CH:31]=[CH2:32])[CH2:26]1)(=[O:45])[CH3:44]. (5) Given the reactants [F:1][CH2:2][CH2:3][O:4][CH:5]1[C:10](OC)([O:11]C)[CH2:9][CH2:8][N:7]([C:15]([O:17][C:18]([CH3:21])([CH3:20])[CH3:19])=[O:16])[CH2:6]1.C(OC(OC(C)(C)C)=O)(OC(C)(C)C)=O, predict the reaction product. The product is: [F:1][CH2:2][CH2:3][O:4][CH:5]1[C:10](=[O:11])[CH2:9][CH2:8][N:7]([C:15]([O:17][C:18]([CH3:21])([CH3:20])[CH3:19])=[O:16])[CH2:6]1. (6) Given the reactants COC1C=CC=C(OC)C=1C(N[C@H]1CCC[C@H]1NC1C=NC2C(=CC=CC=2)N=1)=O.Cl.[NH2:31][C@H:32]1[CH2:36][CH2:35][CH2:34][C@@H:33]1[NH:37][C:38](=[O:49])[C:39]1[C:44]([O:45][CH3:46])=[CH:43][CH:42]=[CH:41][C:40]=1[O:47][CH3:48].Cl[C:51]1[S:52][C:53]2[CH:59]=[C:58]([Cl:60])[CH:57]=[CH:56][C:54]=2[N:55]=1, predict the reaction product. The product is: [Cl:60][C:58]1[CH:57]=[CH:56][C:54]2[N:55]=[C:51]([NH:31][C@H:32]3[CH2:36][CH2:35][CH2:34][C@@H:33]3[NH:37][C:38](=[O:49])[C:39]3[C:44]([O:45][CH3:46])=[CH:43][CH:42]=[CH:41][C:40]=3[O:47][CH3:48])[S:52][C:53]=2[CH:59]=1. (7) Given the reactants [NH2:1][C:2]1[C:3]([C:21]([NH:23][CH3:24])=[O:22])=[N:4][C:5]([C:8]2[CH:13]=[CH:12][C:11]([O:14]C3CCCCO3)=[CH:10][CH:9]=2)=[CH:6][N:7]=1.Cl.[OH2:26], predict the reaction product. The product is: [NH2:1][C:2]1[C:3]([C:21]([NH:23][CH3:24])=[O:22])=[N:4][C:5]([C:8]2[CH:13]=[CH:12][C:11]([O:14][OH:26])=[CH:10][CH:9]=2)=[CH:6][N:7]=1.